This data is from Peptide-MHC class II binding affinity with 134,281 pairs from IEDB. The task is: Regression. Given a peptide amino acid sequence and an MHC pseudo amino acid sequence, predict their binding affinity value. This is MHC class II binding data. (1) The peptide sequence is PCRAGFETNVSHNVQ. The MHC is DRB1_0701 with pseudo-sequence DRB1_0701. The binding affinity (normalized) is 0.689. (2) The peptide sequence is ASEVFKAVEAYLVAH. The MHC is DRB1_1101 with pseudo-sequence DRB1_1101. The binding affinity (normalized) is 0.620. (3) The peptide sequence is FLATRIFGRRSIPVN. The MHC is HLA-DQA10501-DQB10302 with pseudo-sequence HLA-DQA10501-DQB10302. The binding affinity (normalized) is 0.198. (4) The peptide sequence is VFGNCEGVKIIGISI. The MHC is DRB1_0301 with pseudo-sequence DRB1_0301. The binding affinity (normalized) is 0.158.